Dataset: Peptide-MHC class II binding affinity with 134,281 pairs from IEDB. Task: Regression. Given a peptide amino acid sequence and an MHC pseudo amino acid sequence, predict their binding affinity value. This is MHC class II binding data. (1) The peptide sequence is VRVWDVKNAELLNNQ. The MHC is DRB1_0802 with pseudo-sequence DRB1_0802. The binding affinity (normalized) is 0.205. (2) The peptide sequence is YLAILVKYVDGDGDV. The MHC is DRB1_1201 with pseudo-sequence DRB1_1201. The binding affinity (normalized) is 0.650. (3) The peptide sequence is FFALCVLGLVAAALP. The MHC is DRB1_1302 with pseudo-sequence DRB1_1302. The binding affinity (normalized) is 0.370. (4) The binding affinity (normalized) is 0.422. The peptide sequence is GEEYLILSARDVLAV. The MHC is DRB1_1001 with pseudo-sequence DRB1_1001.